This data is from NCI-60 drug combinations with 297,098 pairs across 59 cell lines. The task is: Regression. Given two drug SMILES strings and cell line genomic features, predict the synergy score measuring deviation from expected non-interaction effect. (1) Drug 1: CC1OCC2C(O1)C(C(C(O2)OC3C4COC(=O)C4C(C5=CC6=C(C=C35)OCO6)C7=CC(=C(C(=C7)OC)O)OC)O)O. Drug 2: CCC1(C2=C(COC1=O)C(=O)N3CC4=CC5=C(C=CC(=C5CN(C)C)O)N=C4C3=C2)O.Cl. Cell line: NCI-H522. Synergy scores: CSS=40.3, Synergy_ZIP=-12.3, Synergy_Bliss=-2.95, Synergy_Loewe=1.81, Synergy_HSA=3.76. (2) Cell line: OVCAR-5. Drug 1: CC1C(C(CC(O1)OC2CC(CC3=C2C(=C4C(=C3O)C(=O)C5=C(C4=O)C(=CC=C5)OC)O)(C(=O)C)O)N)O.Cl. Drug 2: CCCCC(=O)OCC(=O)C1(CC(C2=C(C1)C(=C3C(=C2O)C(=O)C4=C(C3=O)C=CC=C4OC)O)OC5CC(C(C(O5)C)O)NC(=O)C(F)(F)F)O. Synergy scores: CSS=3.75, Synergy_ZIP=-3.55, Synergy_Bliss=-1.68, Synergy_Loewe=-10.7, Synergy_HSA=-3.56. (3) Drug 1: C1C(C(OC1N2C=NC3=C(N=C(N=C32)Cl)N)CO)O. Drug 2: C1CN(P(=O)(OC1)NCCCl)CCCl. Cell line: NCI-H460. Synergy scores: CSS=3.09, Synergy_ZIP=4.26, Synergy_Bliss=6.21, Synergy_Loewe=7.16, Synergy_HSA=3.61. (4) Drug 1: CC12CCC(CC1=CCC3C2CCC4(C3CC=C4C5=CN=CC=C5)C)O. Drug 2: CC(CN1CC(=O)NC(=O)C1)N2CC(=O)NC(=O)C2. Cell line: SK-MEL-2. Synergy scores: CSS=15.9, Synergy_ZIP=-2.88, Synergy_Bliss=1.20, Synergy_Loewe=-2.37, Synergy_HSA=-0.773. (5) Drug 1: C1CCC(C1)C(CC#N)N2C=C(C=N2)C3=C4C=CNC4=NC=N3. Drug 2: CCC1(CC2CC(C3=C(CCN(C2)C1)C4=CC=CC=C4N3)(C5=C(C=C6C(=C5)C78CCN9C7C(C=CC9)(C(C(C8N6C=O)(C(=O)OC)O)OC(=O)C)CC)OC)C(=O)OC)O.OS(=O)(=O)O. Cell line: MOLT-4. Synergy scores: CSS=31.5, Synergy_ZIP=-1.50, Synergy_Bliss=-2.59, Synergy_Loewe=-42.9, Synergy_HSA=-2.92.